The task is: Binary Classification. Given a drug SMILES string, predict its activity (active/inactive) in a high-throughput screening assay against a specified biological target.. This data is from Cav3 T-type calcium channel HTS with 100,875 compounds. The result is 0 (inactive). The compound is S(=O)(=O)(N1CCCCC1)c1cc(c(N2CCOCC2)cc1)C(OCC(=O)NC1CCCCC1)=O.